This data is from Reaction yield outcomes from USPTO patents with 853,638 reactions. The task is: Predict the reaction yield, written as a fraction of the theoretical maximum amount of product (1.0 means a 100% yield; for example, 0.34 means a 34% yield). (1) The reactants are [C:1]([O:7][CH2:8][CH3:9])(=[O:6])[CH2:2][C:3]([CH3:5])=O.[Br:10][C:11]1[CH:18]=[CH:17][CH:16]=[CH:15][C:12]=1[CH:13]=O.[NH4+:19].[OH-:20]. The catalyst is CCO. The product is [Br:10][C:11]1[CH:18]=[CH:17][CH:16]=[CH:15][C:12]=1[CH:13]1[C:2]([C:1]([O:7][CH2:8][CH3:9])=[O:6])=[C:3]([CH3:5])[NH:19][C:3]([CH3:5])=[C:2]1[C:1]([O:7][CH2:8][CH3:9])=[O:20]. The yield is 0.150. (2) The reactants are BrC1C=CC=C(CC)C=1.[CH2:10]([C:14]([Sn])=[C:15]([CH2:20][CH2:21][CH2:22][CH3:23])[CH2:16][CH2:17][CH2:18]C)CCC. The catalyst is CN(C)C=O. The product is [CH2:22]([C:21]1[CH:20]=[C:15]([CH:14]=[CH2:10])[CH:16]=[CH:17][CH:18]=1)[CH3:23]. The yield is 0.980. (3) The reactants are [F:1][C:2]1[CH:10]=[C:9]2[C:5]([CH:6]=[CH:7][NH:8]2)=[CH:4][CH:3]=1.[H-].[Na+].I[CH3:14]. The catalyst is CN(C)C=O. The product is [F:1][C:2]1[CH:10]=[C:9]2[C:5]([CH:6]=[CH:7][N:8]2[CH3:14])=[CH:4][CH:3]=1. The yield is 0.480. (4) The reactants are CC([Si](C(C)C)([S:8][C:9]1[CH:10]=[C:11]([CH:23]=[CH:24][CH:25]=1)[O:12][CH2:13][CH2:14][C:15]1[N:20]=[C:19](CN)[CH:18]=[CH:17][CH:16]=1)C(C)C)C.[F-].[CH2:30]([N+:34](CCCC)(CCCC)CCCC)CCC.Br[CH2:48][C:49](=[O:57])[CH2:50][CH2:51][C:52]([O:54][CH2:55][CH3:56])=[O:53]. The catalyst is C1COCC1. The product is [CH3:30][NH:34][C:19]1[N:20]=[C:15]([CH2:14][CH2:13][O:12][C:11]2[CH:10]=[C:9]([S:8][CH2:48][C:49](=[O:57])[CH2:50][CH2:51][C:52]([O:54][CH2:55][CH3:56])=[O:53])[CH:25]=[CH:24][CH:23]=2)[CH:16]=[CH:17][CH:18]=1. The yield is 0.640. (5) The reactants are Cl[C:2]1[CH:31]=[CH:30][C:5]([C:6]([NH:8][C:9]2[CH:14]=[CH:13][C:12]([O:15][C:16]([F:19])([F:18])[F:17])=[C:11]([NH:20][C:21](=[O:29])[CH2:22][N:23]3[CH2:28][CH2:27][O:26][CH2:25][CH2:24]3)[CH:10]=2)=[O:7])=[CH:4][N:3]=1.[F:32][C:33]1[CH:38]=[CH:37][CH:36]=[C:35]([F:39])[C:34]=1B(O)O.C(=O)([O-])[O-].[K+].[K+]. The catalyst is COCCOC.O. The product is [F:32][C:33]1[CH:38]=[CH:37][CH:36]=[C:35]([F:39])[C:34]=1[C:2]1[CH:31]=[CH:30][C:5]([C:6]([NH:8][C:9]2[CH:14]=[CH:13][C:12]([O:15][C:16]([F:19])([F:18])[F:17])=[C:11]([NH:20][C:21](=[O:29])[CH2:22][N:23]3[CH2:28][CH2:27][O:26][CH2:25][CH2:24]3)[CH:10]=2)=[O:7])=[CH:4][N:3]=1. The yield is 0.0300. (6) The reactants are [NH2:1][C:2]1[CH:7]=[CH:6][C:5]([CH3:8])=[CH:4][C:3]=1[S:9]([NH2:12])(=[O:11])=[O:10].[Cl:13][C:14]1[C:19]([Cl:20])=[CH:18][CH:17]=[CH:16][C:15]=1[S:21](Cl)(=[O:23])=[O:22]. The catalyst is N1C=CC=CC=1. The product is [Cl:13][C:14]1[C:19]([Cl:20])=[CH:18][CH:17]=[CH:16][C:15]=1[S:21]([NH:1][C:2]1[CH:7]=[CH:6][C:5]([CH3:8])=[CH:4][C:3]=1[S:9]([NH2:12])(=[O:10])=[O:11])(=[O:23])=[O:22]. The yield is 0.600. (7) The reactants are [NH2:1][C:2]1([C@@H:5]2[CH2:9][CH2:8][N:7]([CH:10]([C:17]3[CH:22]=[CH:21][CH:20]=[CH:19][CH:18]=3)[C:11]3[CH:16]=[CH:15][CH:14]=[CH:13][CH:12]=3)[CH2:6]2)[CH2:4][CH2:3]1.[OH-].[Na+].[C:25](O[C:25]([O:27][C:28]([CH3:31])([CH3:30])[CH3:29])=[O:26])([O:27][C:28]([CH3:31])([CH3:30])[CH3:29])=[O:26]. The catalyst is C(O)(C)(C)C. The product is [C:28]([O:27][C:25]([NH:1][C:2]1([C@@H:5]2[CH2:9][CH2:8][N:7]([CH:10]([C:17]3[CH:22]=[CH:21][CH:20]=[CH:19][CH:18]=3)[C:11]3[CH:12]=[CH:13][CH:14]=[CH:15][CH:16]=3)[CH2:6]2)[CH2:4][CH2:3]1)=[O:26])([CH3:31])([CH3:30])[CH3:29]. The yield is 0.740.